Task: Regression. Given two drug SMILES strings and cell line genomic features, predict the synergy score measuring deviation from expected non-interaction effect.. Dataset: NCI-60 drug combinations with 297,098 pairs across 59 cell lines (1) Drug 1: C1=NC2=C(N=C(N=C2N1C3C(C(C(O3)CO)O)O)F)N. Drug 2: CCC1(CC2CC(C3=C(CCN(C2)C1)C4=CC=CC=C4N3)(C5=C(C=C6C(=C5)C78CCN9C7C(C=CC9)(C(C(C8N6C)(C(=O)OC)O)OC(=O)C)CC)OC)C(=O)OC)O.OS(=O)(=O)O. Cell line: U251. Synergy scores: CSS=3.08, Synergy_ZIP=-1.07, Synergy_Bliss=-1.76, Synergy_Loewe=-2.40, Synergy_HSA=-2.66. (2) Drug 1: C1C(C(OC1N2C=NC3=C(N=C(N=C32)Cl)N)CO)O. Drug 2: C1CN1C2=NC(=NC(=N2)N3CC3)N4CC4. Cell line: LOX IMVI. Synergy scores: CSS=41.1, Synergy_ZIP=-0.809, Synergy_Bliss=1.10, Synergy_Loewe=3.72, Synergy_HSA=5.58. (3) Drug 1: CC1=CC=C(C=C1)C2=CC(=NN2C3=CC=C(C=C3)S(=O)(=O)N)C(F)(F)F. Drug 2: CC1=C(C(=CC=C1)Cl)NC(=O)C2=CN=C(S2)NC3=CC(=NC(=N3)C)N4CCN(CC4)CCO. Cell line: HOP-62. Synergy scores: CSS=5.29, Synergy_ZIP=-2.26, Synergy_Bliss=0.258, Synergy_Loewe=0.681, Synergy_HSA=0.803. (4) Drug 1: CCC1=CC2CC(C3=C(CN(C2)C1)C4=CC=CC=C4N3)(C5=C(C=C6C(=C5)C78CCN9C7C(C=CC9)(C(C(C8N6C)(C(=O)OC)O)OC(=O)C)CC)OC)C(=O)OC.C(C(C(=O)O)O)(C(=O)O)O. Drug 2: CC1=C(C=C(C=C1)NC(=O)C2=CC=C(C=C2)CN3CCN(CC3)C)NC4=NC=CC(=N4)C5=CN=CC=C5. Cell line: MDA-MB-231. Synergy scores: CSS=34.9, Synergy_ZIP=1.46, Synergy_Bliss=2.00, Synergy_Loewe=-29.1, Synergy_HSA=3.06. (5) Drug 1: CC1=C2C(C(=O)C3(C(CC4C(C3C(C(C2(C)C)(CC1OC(=O)C(C(C5=CC=CC=C5)NC(=O)OC(C)(C)C)O)O)OC(=O)C6=CC=CC=C6)(CO4)OC(=O)C)OC)C)OC. Drug 2: C1CC(=O)NC(=O)C1N2C(=O)C3=CC=CC=C3C2=O. Cell line: A549. Synergy scores: CSS=19.3, Synergy_ZIP=-4.78, Synergy_Bliss=-12.2, Synergy_Loewe=-38.8, Synergy_HSA=-11.3. (6) Drug 1: CC12CCC(CC1=CCC3C2CCC4(C3CC=C4C5=CN=CC=C5)C)O. Drug 2: C1C(C(OC1N2C=NC3=C(N=C(N=C32)Cl)N)CO)O. Cell line: 786-0. Synergy scores: CSS=6.75, Synergy_ZIP=-0.0976, Synergy_Bliss=4.27, Synergy_Loewe=3.95, Synergy_HSA=4.21. (7) Drug 1: CC1=C(C(=O)C2=C(C1=O)N3CC4C(C3(C2COC(=O)N)OC)N4)N. Drug 2: N.N.Cl[Pt+2]Cl. Cell line: SK-MEL-5. Synergy scores: CSS=85.6, Synergy_ZIP=-1.44, Synergy_Bliss=-1.12, Synergy_Loewe=2.21, Synergy_HSA=5.60.